From a dataset of Catalyst prediction with 721,799 reactions and 888 catalyst types from USPTO. Predict which catalyst facilitates the given reaction. (1) Reactant: Cl[C:2]1[C:3]2[C:10]([I:11])=[CH:9][N:8]([C@@H:12]3[O:27][C@H:26]([CH2:28][O:29][CH2:30][C:31]4[CH:36]=[CH:35][C:34]([Cl:37])=[CH:33][C:32]=4[Cl:38])[C@@H:15]([O:16][CH2:17][C:18]4[CH:23]=[CH:22][C:21]([Cl:24])=[CH:20][C:19]=4[Cl:25])[C@@:13]3([CH3:39])[OH:14])[C:4]=2[N:5]=[CH:6][N:7]=1.[NH4+:40].[OH-]. Product: [NH2:40][C:2]1[C:3]2[C:10]([I:11])=[CH:9][N:8]([C@@H:12]3[O:27][C@H:26]([CH2:28][O:29][CH2:30][C:31]4[CH:36]=[CH:35][C:34]([Cl:37])=[CH:33][C:32]=4[Cl:38])[C@@H:15]([O:16][CH2:17][C:18]4[CH:23]=[CH:22][C:21]([Cl:24])=[CH:20][C:19]=4[Cl:25])[C@@:13]3([CH3:39])[OH:14])[C:4]=2[N:5]=[CH:6][N:7]=1. The catalyst class is: 12. (2) Reactant: CS[C:3]1[N:4]=[CH:5][C:6]2[C:12](=[O:13])[NH:11][CH:10]=[CH:9][C:7]=2[N:8]=1.[Cl:14][C:15]1[CH:22]=[CH:21][CH:20]=[CH:19][C:16]=1[CH2:17][NH2:18]. Product: [Cl:14][C:15]1[CH:22]=[CH:21][CH:20]=[CH:19][C:16]=1[CH2:17][NH:18][C:3]1[N:4]=[CH:5][C:6]2[C:12](=[O:13])[NH:11][CH:10]=[CH:9][C:7]=2[N:8]=1. The catalyst class is: 24. (3) Reactant: [O-]S([O-])(=O)=O.[Mg+2].[NH2:7][CH2:8][C@@H:9]1[C@H:13]2[O:14][C:15]([CH3:18])([CH3:17])[O:16][C@H:12]2[C@H:11]([N:19]2[C:23]3[N:24]=[CH:25][N:26]=[C:27]([NH:28][CH:29]4[CH2:31][CH2:30]4)[C:22]=3[CH:21]=[CH:20]2)[CH2:10]1.[Cl:32][C:33]1[C:34]([C:55]([F:58])([F:57])[F:56])=[CH:35][C:36]2[N:40]=[C:39]([CH2:41][CH2:42][CH2:43][CH:44]=O)[N:38]([CH2:46][O:47][CH2:48][CH2:49][Si:50]([CH3:53])([CH3:52])[CH3:51])[C:37]=2[CH:54]=1.[BH-](OC(C)=O)(OC(C)=O)OC(C)=O.[Na+]. Product: [Cl:32][C:33]1[C:34]([C:55]([F:58])([F:56])[F:57])=[CH:35][C:36]2[N:40]=[C:39]([CH2:41][CH2:42][CH2:43][CH2:44][NH:7][CH2:8][C@@H:9]3[C@H:13]4[O:14][C:15]([CH3:17])([CH3:18])[O:16][C@H:12]4[C@H:11]([N:19]4[C:23]5[N:24]=[CH:25][N:26]=[C:27]([NH:28][CH:29]6[CH2:31][CH2:30]6)[C:22]=5[CH:21]=[CH:20]4)[CH2:10]3)[N:38]([CH2:46][O:47][CH2:48][CH2:49][Si:50]([CH3:52])([CH3:51])[CH3:53])[C:37]=2[CH:54]=1. The catalyst class is: 26. (4) Reactant: [CH2:1]([O:3][C:4]([C:6]1[CH:7]=[N:8][N:9]([C:11]2[N:15]([CH2:16][O:17][CH2:18][CH2:19][O:20][CH3:21])[C:14]3[CH:22]=[C:23]([Cl:34])[C:24]([N:26]=[CH:27][C:28]4[CH:33]=[CH:32][CH:31]=[CH:30][CH:29]=4)=[CH:25][C:13]=3[N:12]=2)[CH:10]=1)=[O:5])[CH3:2].[BH4-].[Na+]. Product: [CH2:1]([O:3][C:4]([C:6]1[CH:7]=[N:8][N:9]([C:11]2[N:15]([CH2:16][O:17][CH2:18][CH2:19][O:20][CH3:21])[C:14]3[CH:22]=[C:23]([Cl:34])[C:24]([NH:26][CH2:27][C:28]4[CH:33]=[CH:32][CH:31]=[CH:30][CH:29]=4)=[CH:25][C:13]=3[N:12]=2)[CH:10]=1)=[O:5])[CH3:2]. The catalyst class is: 8.